Dataset: Reaction yield outcomes from USPTO patents with 853,638 reactions. Task: Predict the reaction yield, written as a fraction of the theoretical maximum amount of product (1.0 means a 100% yield; for example, 0.34 means a 34% yield). (1) The reactants are [CH3:1][O:2][C:3]1[C:4]([CH2:17][CH2:18][CH:19]([CH3:21])[CH3:20])([C:13]([O:15][CH3:16])=[O:14])[C:5]2[C:10]([CH2:11][CH:12]=1)=[CH:9][CH:8]=[CH:7][CH:6]=2.[Cr](O[Cr]([O-])(=O)=O)([O-])(=O)=[O:23].[NH+]1C=CC=CC=1.[NH+]1C=CC=CC=1. The catalyst is C(Cl)(Cl)Cl. The product is [CH3:1][O:2][C:3]1[C:4]([CH2:17][CH2:18][CH:19]([CH3:21])[CH3:20])([C:13]([O:15][CH3:16])=[O:14])[C:5]2[C:10]([C:11](=[O:23])[CH:12]=1)=[CH:9][CH:8]=[CH:7][CH:6]=2. The yield is 0.580. (2) The catalyst is [Ti](Cl)(Cl)(Cl)Cl.O. The product is [F:3][C:4]1[C:5]([O:10][CH2:11][C:12]2[CH:17]=[CH:16][C:15]([CH2:18][C:19]([Cl:27])=[N:20][OH:22])=[CH:14][CH:13]=2)=[N:6][CH:7]=[CH:8][CH:9]=1. The yield is 0.880. The reactants are CO.[F:3][C:4]1[C:5]([O:10][CH2:11][C:12]2[CH:17]=[CH:16][C:15]([CH2:18][CH2:19][N+:20]([O-:22])=O)=[CH:14][CH:13]=2)=[N:6][CH:7]=[CH:8][CH:9]=1.C[O-].[Li+].C(Cl)[Cl:27]. (3) The reactants are C(NC(C)C)(C)C.C([Li])CCC.Cl.[Br:14][C:15]1[CH:20]=[CH:19][N:18]=[CH:17][CH:16]=1.CN([CH:24]=[O:25])C. The catalyst is C1COCC1. The product is [Br:14][C:15]1[C:20]([CH:24]=[O:25])=[CH:19][N:18]=[CH:17][CH:16]=1. The yield is 0.640. (4) The reactants are [Cl:1][C:2]1[CH:18]=[CH:17][C:5]2[CH2:6][CH2:7][N:8]([C:11](=[O:16])[C:12]([F:15])([F:14])[F:13])[CH2:9][CH2:10][C:4]=2[C:3]=1OS(C(F)(F)F)(=O)=O.[NH2:27][CH2:28][C:29]1[CH:44]=[CH:43][C:32]([C:33]([NH:35][CH:36]2[CH2:42][CH2:41][CH2:40][CH2:39][CH2:38][CH2:37]2)=[O:34])=[C:31]([F:45])[CH:30]=1. The catalyst is C1(C)C=CC=CC=1. The product is [Cl:1][C:2]1[CH:18]=[CH:17][C:5]2[CH2:6][CH2:7][N:8]([C:11](=[O:16])[C:12]([F:14])([F:13])[F:15])[CH2:9][CH2:10][C:4]=2[C:3]=1[NH:27][CH2:28][C:29]1[CH:44]=[CH:43][C:32]([C:33](=[O:34])[NH:35][CH:36]2[CH2:42][CH2:41][CH2:40][CH2:39][CH2:38][CH2:37]2)=[C:31]([F:45])[CH:30]=1. The yield is 0.530. (5) The reactants are [NH2:1][C:2]1[C:3]([CH:8]=O)=[N:4][CH:5]=[CH:6][CH:7]=1.[Cl:10][C:11]1[CH:16]=[CH:15][C:14]([N+:17]([O-:19])=[O:18])=[CH:13][C:12]=1[C:20](=O)[CH3:21].[OH-].[Na+]. The catalyst is CCO. The product is [Cl:10][C:11]1[CH:16]=[CH:15][C:14]([N+:17]([O-:19])=[O:18])=[CH:13][C:12]=1[C:20]1[CH:21]=[CH:8][C:3]2[C:2](=[CH:7][CH:6]=[CH:5][N:4]=2)[N:1]=1. The yield is 0.560. (6) The reactants are [CH2:1]([O:3][C:4]([C:6]1[C:7]2[C:22](=O)[CH:21]([C:24](=O)[CH3:25])[CH2:20][CH2:19][CH2:18][C:8]=2[N:9](C(OC(C)(C)C)=O)[CH:10]=1)=[O:5])[CH3:2].C(O)(=O)C.[CH:31]([NH2:33])=[NH:32]. The catalyst is CCO. The product is [CH2:1]([O:3][C:4]([C:6]1[C:7]2[C:22]3[N:32]=[CH:31][N:33]=[C:24]([CH3:25])[C:21]=3[CH2:20][CH2:19][CH2:18][C:8]=2[NH:9][CH:10]=1)=[O:5])[CH3:2]. The yield is 0.360. (7) The reactants are C(O)C.C([O:11][C:12](=[O:29])[C:13]1[CH:18]=[C:17]([C:19]#[N:20])[CH:16]=[CH:15][C:14]=1[O:21]CC1C=CC=CC=1)C1C=CC=CC=1. The catalyst is [Pd].O1CCCC1. The product is [C:19]([C:17]1[CH:18]=[C:13]([C:12]([OH:29])=[O:11])[C:14]([OH:21])=[CH:15][CH:16]=1)#[N:20]. The yield is 1.00.